Dataset: Full USPTO retrosynthesis dataset with 1.9M reactions from patents (1976-2016). Task: Predict the reactants needed to synthesize the given product. (1) The reactants are: [NH2:1][C:2]1[N:10]=[C:9]([CH2:11][O:12][CH3:13])[CH:8]=[CH:7][C:3]=1[C:4]([OH:6])=O.[CH3:14][O:15][C:16]1[CH:17]=[C:18]([O:22][C:23]2[CH:24]=[C:25]([CH:28]=[CH:29][CH:30]=2)[CH2:26][NH2:27])[CH:19]=[CH:20][CH:21]=1.C(N(CC)CC)C.CN([P+](ON1N=NC2C=CC=CC1=2)(N(C)C)N(C)C)C.F[P-](F)(F)(F)(F)F. Given the product [CH3:14][O:15][C:16]1[CH:17]=[C:18]([O:22][C:23]2[CH:24]=[C:25]([CH2:26][NH:27][C:4](=[O:6])[C:3]3[CH:7]=[CH:8][C:9]([CH2:11][O:12][CH3:13])=[N:10][C:2]=3[NH2:1])[CH:28]=[CH:29][CH:30]=2)[CH:19]=[CH:20][CH:21]=1, predict the reactants needed to synthesize it. (2) Given the product [F:32][C:33]1[CH:38]=[C:37]([F:39])[CH:36]=[CH:35][C:34]=1[NH:40][C:41](=[O:42])[N:17]([CH2:16][CH2:15][C:12]1[CH:11]=[CH:10][C:9]([CH2:8][C@H:5]([O:4][CH2:2][CH3:3])[CH2:6][OH:7])=[CH:14][CH:13]=1)[CH2:18][CH2:19][CH2:20][CH2:21][CH2:22][CH2:23][CH3:24], predict the reactants needed to synthesize it. The reactants are: Cl.[CH2:2]([O:4][C@@H:5]([CH2:8][C:9]1[CH:14]=[CH:13][C:12]([CH2:15][CH2:16][NH:17][CH2:18][CH2:19][CH2:20][CH2:21][CH2:22][CH2:23][CH3:24])=[CH:11][CH:10]=1)[CH2:6][OH:7])[CH3:3].C(N(CC)CC)C.[F:32][C:33]1[CH:38]=[C:37]([F:39])[CH:36]=[CH:35][C:34]=1[N:40]=[C:41]=[O:42].O. (3) Given the product [F:22][C:23]1[C:28]([F:29])=[CH:27][CH:26]=[CH:25][C:24]=1[C:30]1[N:38]=[C:33]2[CH:34]=[N:35][N:36]([CH2:16][C:13]3[CH:12]=[C:11]([C:8]4[CH:7]=[CH:6][C:5]([O:4][CH2:1][CH2:2][CH3:3])=[CH:10][CH:9]=4)[O:15][N:14]=3)[CH:37]=[C:32]2[N:31]=1, predict the reactants needed to synthesize it. The reactants are: [CH2:1]([O:4][C:5]1[CH:10]=[CH:9][C:8]([C:11]2[O:15][N:14]=[C:13]([CH2:16]OS(C)(=O)=O)[CH:12]=2)=[CH:7][CH:6]=1)[CH2:2][CH3:3].[F:22][C:23]1[C:28]([F:29])=[CH:27][CH:26]=[CH:25][C:24]=1[C:30]1[N:38]=[C:33]2[CH:34]=[N:35][NH:36][CH:37]=[C:32]2[N:31]=1. (4) Given the product [OH:38][C:29]1[CH:34]=[CH:33][C:32]([C:2]2[N:7]=[C:6]3[N:8]([CH2:12][CH:13]4[CH2:18][CH2:17][CH2:16][CH2:15][N:14]4[CH3:19])[C:9](=[O:11])[NH:10][C:5]3=[N:4][CH:3]=2)=[CH:31][CH:28]=1, predict the reactants needed to synthesize it. The reactants are: Br[C:2]1[N:7]=[C:6]2[N:8]([CH2:12][CH:13]3[CH2:18][CH2:17][CH2:16][CH2:15][N:14]3[CH3:19])[C:9](=[O:11])[NH:10][C:5]2=[N:4][CH:3]=1.BrC1N=C(N[CH2:28][CH:29]2[CH2:34][CH2:33][CH2:32][CH2:31]N2C)C(N)=NC=1.C(N1C=CN=C1)(N1C=CN=C1)=[O:38]. (5) Given the product [C:1]1([C:11]2[CH:25]=[C:14]3[NH:15][CH:16]=[C:17]([C:20]([OH:22])=[O:21])[C:18](=[O:19])[N:13]3[N:12]=2)[C:10]2[C:5](=[CH:6][CH:7]=[CH:8][CH:9]=2)[CH:4]=[CH:3][CH:2]=1, predict the reactants needed to synthesize it. The reactants are: [C:1]1([C:11]2[CH:25]=[C:14]3[NH:15][CH:16]=[C:17]([C:20]([O:22]CC)=[O:21])[C:18](=[O:19])[N:13]3[N:12]=2)[C:10]2[C:5](=[CH:6][CH:7]=[CH:8][CH:9]=2)[CH:4]=[CH:3][CH:2]=1.C(O)C.[Cl-].[NH4+]. (6) Given the product [CH2:1]([NH:8][C:9]1[CH:17]=[C:16]([N:18]2[CH2:19][CH2:20][N:21]([C:24](=[O:31])[C:25]3[CH:30]=[CH:29][CH:28]=[CH:27][CH:26]=3)[CH2:22][CH2:23]2)[CH:15]=[CH:14][C:10]=1[C:11]([N:33]([CH3:34])[CH3:32])=[O:13])[C:2]1[CH:7]=[CH:6][CH:5]=[CH:4][CH:3]=1, predict the reactants needed to synthesize it. The reactants are: [CH2:1]([NH:8][C:9]1[CH:17]=[C:16]([N:18]2[CH2:23][CH2:22][N:21]([C:24](=[O:31])[C:25]3[CH:30]=[CH:29][CH:28]=[CH:27][CH:26]=3)[CH2:20][CH2:19]2)[CH:15]=[CH:14][C:10]=1[C:11]([OH:13])=O)[C:2]1[CH:7]=[CH:6][CH:5]=[CH:4][CH:3]=1.[CH3:32][NH:33][CH3:34].C1COCC1.C1(P(N=[N+]=[N-])(C2C=CC=CC=2)=O)C=CC=CC=1. (7) Given the product [NH2:20][C:16]1[CH:15]=[C:14]([N:13]2[C:12]3[CH:28]=[CH:29][C:30]([CH3:32])=[CH:31][C:11]=3[N:10]=[C:9]2[NH:8][C:6](=[O:7])[C:5]2[CH:4]=[CH:3][C:2]([F:1])=[CH:34][CH:33]=2)[CH:19]=[CH:18][CH:17]=1, predict the reactants needed to synthesize it. The reactants are: [F:1][C:2]1[CH:34]=[CH:33][C:5]([C:6]([NH:8][C:9]2[N:13]([C:14]3[CH:15]=[C:16]([NH:20]C(=O)OC(C)(C)C)[CH:17]=[CH:18][CH:19]=3)[C:12]3[CH:28]=[CH:29][C:30]([CH3:32])=[CH:31][C:11]=3[N:10]=2)=[O:7])=[CH:4][CH:3]=1.C(O)(C(F)(F)F)=O. (8) Given the product [Cl:1][C:2]1[CH:7]=[CH:6][C:5]([S:8]([N:11]([CH2:29][C:30]2[CH:37]=[CH:36][C:33]([C:34]#[N:35])=[CH:32][C:31]=2[F:38])[C@H:12]([CH2:16][CH2:17][C:18]([F:21])([F:19])[F:20])[C:13]([NH2:15])=[O:14])(=[O:10])=[O:9])=[CH:4][CH:3]=1, predict the reactants needed to synthesize it. The reactants are: [Cl:1][C:2]1[CH:7]=[CH:6][C:5]([S:8]([NH:11][C@H:12]([CH2:16][CH2:17][C:18]([F:21])([F:20])[F:19])[C:13]([NH2:15])=[O:14])(=[O:10])=[O:9])=[CH:4][CH:3]=1.C(=O)([O-])[O-].[K+].[K+].Br[CH2:29][C:30]1[CH:37]=[CH:36][C:33]([C:34]#[N:35])=[CH:32][C:31]=1[F:38].C(OCC)(=O)C. (9) Given the product [OH:38][C:23]1[CH:24]=[C:25]([CH:30]=[C:31]([C:33]([F:36])([F:35])[F:34])[CH:32]=1)[C:26]([OH:28])=[O:27], predict the reactants needed to synthesize it. The reactants are: C1C=NC2C3N=CC=CC=3C=CC=2C=1.CC1(C)C(C)(C)OB([C:23]2[CH:24]=[C:25]([CH:30]=[C:31]([C:33]([F:36])([F:35])[F:34])[CH:32]=2)[C:26]([O:28]C)=[O:27])O1.[OH-:38].[K+].Cl. (10) Given the product [F:69][C:68]1[CH:67]=[CH:66][CH:65]=[C:64]([F:70])[C:63]=1[CH2:62][N:41]1[C:40]2=[N:39][N:38]([C:35]3[CH:36]=[CH:37][C:32]([NH:31][C:1]([NH:8][CH3:5])=[O:4])=[CH:33][CH:34]=3)[C:46]([CH2:47][N:48]([CH3:49])[CH3:50])=[C:45]2[C:44](=[O:51])[N:43]([C:52]2[CH:57]=[CH:56][CH:55]=[C:54]([O:58][CH3:59])[C:53]=2[F:60])[C:42]1=[O:61], predict the reactants needed to synthesize it. The reactants are: [C:1]([OH:4])(=O)C.[CH:5]([N:8](CC)C(C)C)(C)C.C1(P(N=[N+]=[N-])(C2C=CC=CC=2)=O)C=CC=CC=1.[NH2:31][C:32]1[CH:37]=[CH:36][C:35]([N:38]2[C:46]([CH2:47][N:48]([CH3:50])[CH3:49])=[C:45]3[C:40]([N:41]([CH2:62][C:63]4[C:68]([F:69])=[CH:67][CH:66]=[CH:65][C:64]=4[F:70])[C:42](=[O:61])[N:43]([C:52]4[CH:57]=[CH:56][CH:55]=[C:54]([O:58][CH3:59])[C:53]=4[F:60])[C:44]3=[O:51])=[N:39]2)=[CH:34][CH:33]=1.C(=O)(O)[O-].[Na+].